This data is from NCI-60 drug combinations with 297,098 pairs across 59 cell lines. The task is: Regression. Given two drug SMILES strings and cell line genomic features, predict the synergy score measuring deviation from expected non-interaction effect. (1) Drug 1: C1CCC(C1)C(CC#N)N2C=C(C=N2)C3=C4C=CNC4=NC=N3. Drug 2: CC(CN1CC(=O)NC(=O)C1)N2CC(=O)NC(=O)C2. Cell line: SW-620. Synergy scores: CSS=42.5, Synergy_ZIP=-2.69, Synergy_Bliss=1.59, Synergy_Loewe=0.274, Synergy_HSA=1.11. (2) Drug 1: CS(=O)(=O)C1=CC(=C(C=C1)C(=O)NC2=CC(=C(C=C2)Cl)C3=CC=CC=N3)Cl. Drug 2: C1=NNC2=C1C(=O)NC=N2. Cell line: HL-60(TB). Synergy scores: CSS=10.6, Synergy_ZIP=6.41, Synergy_Bliss=15.3, Synergy_Loewe=4.59, Synergy_HSA=7.43. (3) Drug 1: CCC1=CC2CC(C3=C(CN(C2)C1)C4=CC=CC=C4N3)(C5=C(C=C6C(=C5)C78CCN9C7C(C=CC9)(C(C(C8N6C)(C(=O)OC)O)OC(=O)C)CC)OC)C(=O)OC.C(C(C(=O)O)O)(C(=O)O)O. Drug 2: CCN(CC)CCNC(=O)C1=C(NC(=C1C)C=C2C3=C(C=CC(=C3)F)NC2=O)C. Cell line: DU-145. Synergy scores: CSS=53.4, Synergy_ZIP=2.62, Synergy_Bliss=4.81, Synergy_Loewe=-8.67, Synergy_HSA=3.45. (4) Drug 1: COC1=NC(=NC2=C1N=CN2C3C(C(C(O3)CO)O)O)N. Drug 2: CN(CCCl)CCCl.Cl. Cell line: SK-MEL-28. Synergy scores: CSS=7.91, Synergy_ZIP=-3.38, Synergy_Bliss=-2.33, Synergy_Loewe=-1.42, Synergy_HSA=-1.29. (5) Drug 1: CNC(=O)C1=CC=CC=C1SC2=CC3=C(C=C2)C(=NN3)C=CC4=CC=CC=N4. Drug 2: C1=NC2=C(N1)C(=S)N=C(N2)N. Cell line: SF-539. Synergy scores: CSS=30.8, Synergy_ZIP=-2.43, Synergy_Bliss=-1.52, Synergy_Loewe=2.20, Synergy_HSA=4.06.